Dataset: HIV replication inhibition screening data with 41,000+ compounds from the AIDS Antiviral Screen. Task: Binary Classification. Given a drug SMILES string, predict its activity (active/inactive) in a high-throughput screening assay against a specified biological target. (1) The drug is O=C1NC(=O)C(=Cc2ccc(C=C3NC(=O)NC3=O)cc2)N1. The result is 1 (active). (2) The drug is CC(C)(C)C#C[P+](c1ccccc1)(c1ccccc1)c1ccccc1.O=S(O)(=[OH+])C(F)(F)F. The result is 0 (inactive). (3) The compound is O=C(c1ccc(Cl)cc1Cl)C1C2C(=O)N(c3ccc(Cc4ccc(N5C(=O)C6ON(c7ccccc7)C(C(=O)c7ccc(Cl)cc7Cl)C6C5=O)cc4)cc3)C(=O)C2ON1c1ccccc1. The result is 0 (inactive). (4) The drug is Cc1cc2c(C(C)C)c(O)c(O)c(C=Nc3ccc4ccccc4c3)c2c(O)c1-c1c(C)cc2c(C(C)C)c(O)c(O)c(C=Nc3ccc4ccccc4c3)c2c1O. The result is 0 (inactive). (5) The drug is Cc1ccc(C=CC(=O)c2cc(CN(C)C)c(O)c(CN(C)C)c2)cc1.Cl. The result is 0 (inactive). (6) The molecule is O=c1[nH]c2ncsc2c(=O)n1O. The result is 0 (inactive). (7) The molecule is O=C(NC(Cc1c[nH]c2ccccc12)C(=O)O)C(=Cc1ccccc1O)NC(=O)c1ccccc1. The result is 0 (inactive). (8) The compound is CNC(=O)CN(C)C(=O)CCC(=O)N(C)C. The result is 0 (inactive). (9) The molecule is Nc1nc(O)c2nc(CO)ccc2n1. The result is 0 (inactive). (10) The compound is O=C1C=C(Nc2ccc(Cl)cc2C(=O)c2ccccc2)c2ccccc2C1=O. The result is 0 (inactive).